From a dataset of Full USPTO retrosynthesis dataset with 1.9M reactions from patents (1976-2016). Predict the reactants needed to synthesize the given product. (1) Given the product [CH:23]([C:20]1[CH:19]=[CH:18][C:17]([O:16][C:9]([CH3:15])([CH2:8][C:5]2[CH:6]=[CH:7][C:2]([O:1][CH2:27][CH2:28][O:29][CH:30]3[CH2:35][CH2:34][CH2:33][CH2:32][O:31]3)=[CH:3][CH:4]=2)[C:10]([O:12][CH2:13][CH3:14])=[O:11])=[CH:22][CH:21]=1)([CH3:24])[CH3:25], predict the reactants needed to synthesize it. The reactants are: [OH:1][C:2]1[CH:7]=[CH:6][C:5]([CH2:8][C:9]([O:16][C:17]2[CH:22]=[CH:21][C:20]([CH:23]([CH3:25])[CH3:24])=[CH:19][CH:18]=2)([CH3:15])[C:10]([O:12][CH2:13][CH3:14])=[O:11])=[CH:4][CH:3]=1.Br[CH2:27][CH2:28][O:29][CH:30]1[CH2:35][CH2:34][CH2:33][CH2:32][O:31]1.C(=O)([O-])[O-].[K+].[K+]. (2) Given the product [N:1]1([C:7]2[C:8]3[CH:25]=[C:24]([Br:37])[CH:23]=[N:22][C:9]=3[N:10]=[C:11]([O:13][CH2:14][CH2:15][N:16]3[CH2:21][CH2:20][O:19][CH2:18][CH2:17]3)[N:12]=2)[CH2:6][CH2:5][O:4][CH2:3][CH2:2]1, predict the reactants needed to synthesize it. The reactants are: [N:1]1([C:7]2[C:8]3[CH:25]=[C:24](N)[CH:23]=[N:22][C:9]=3[N:10]=[C:11]([O:13][CH2:14][CH2:15][N:16]3[CH2:21][CH2:20][O:19][CH2:18][CH2:17]3)[N:12]=2)[CH2:6][CH2:5][O:4][CH2:3][CH2:2]1.N([O-])=O.[Na+].C(=O)([O-])[O-].[K+].[K+].[BrH:37].